The task is: Predict the reaction yield, written as a fraction of the theoretical maximum amount of product (1.0 means a 100% yield; for example, 0.34 means a 34% yield).. This data is from Reaction yield outcomes from USPTO patents with 853,638 reactions. The reactants are [Cl:1][C:2]1[C:3]2[C:7]([C:8]([Cl:12])=[C:9]([Cl:11])[CH:10]=1)=[N:6][N:5]([CH2:13][C:14](=O)[CH3:15])[CH:4]=2.[Si](OC(C)[CH2:26][N:27]1C=C2C(C(Cl)=C(Cl)C=C2Cl)=N1)(C(C)(C)C)(C)C.[Si:40]([O:47][CH:48]([CH3:64])[CH2:49][NH:50][CH2:51][C:52]1[C:57]([Cl:58])=[CH:56][C:55]([Cl:59])=[C:54]([Cl:60])[C:53]=1[N+:61]([O-:63])=[O:62])([C:43]([CH3:46])([CH3:45])[CH3:44])([CH3:42])[CH3:41].[N+](C1C(Cl)=C(Cl)C=C(Cl)C=1C=O)([O-])=O. No catalyst specified. The product is [NH2:50][C:14]([CH3:15])([CH2:13][N:5]1[CH:4]=[C:3]2[C:7]([C:8]([Cl:12])=[C:9]([Cl:11])[CH:10]=[C:2]2[Cl:1])=[N:6]1)[C:26]#[N:27].[Cl:58][C:57]1[C:52]2[C:53]([C:54]([Cl:60])=[C:55]([Cl:59])[CH:56]=1)=[N:61][N:50]([CH2:49][C:48](=[O:47])[CH3:64])[CH:51]=2.[Si:40]([O:47][CH:48]([CH3:64])[CH2:49][NH:50][CH2:51][C:52]1[C:57]([Cl:58])=[CH:56][C:55]([Cl:59])=[C:54]([Cl:60])[C:53]=1[N+:61]([O-:63])=[O:62])([C:43]([CH3:46])([CH3:45])[CH3:44])([CH3:42])[CH3:41]. The yield is 0.600.